From a dataset of Forward reaction prediction with 1.9M reactions from USPTO patents (1976-2016). Predict the product of the given reaction. (1) The product is: [C:21]([C:23]1[CH:28]=[C:27]([C:16]2[CH:15]=[CH:14][C:13]([O:12][CH2:11][C:8]3[S:9][CH:10]=[C:6]([C:4]([OH:3])=[O:5])[N:7]=3)=[CH:18][CH:17]=2)[CH:26]=[CH:25][CH:24]=1)(=[O:22])[NH2:20]. Given the reactants C([O:3][C:4]([C:6]1[N:7]=[C:8]([CH2:11][O:12][C:13]2[CH:18]=[CH:17][C:16](I)=[CH:15][CH:14]=2)[S:9][CH:10]=1)=[O:5])C.[NH2:20][C:21]([C:23]1[CH:24]=[C:25](B(O)O)[CH:26]=[CH:27][CH:28]=1)=[O:22], predict the reaction product. (2) Given the reactants N.[F:2][C:3]1[CH:4]=[C:5]([CH:31]=[C:32]([CH2:34][CH2:35][OH:36])[CH:33]=1)[CH2:6][N:7]1[CH2:30][CH2:29][C:10]2([O:15][CH2:14][CH2:13][N:12](C(C3N=C(C4C=CC=CC=4)SC=3)=O)[CH2:11]2)[CH2:9][CH2:8]1, predict the reaction product. The product is: [O:15]1[C:10]2([CH2:29][CH2:30][N:7]([CH2:6][C:5]3[CH:31]=[C:32]([CH2:34][CH2:35][OH:36])[CH:33]=[C:3]([F:2])[CH:4]=3)[CH2:8][CH2:9]2)[CH2:11][NH:12][CH2:13][CH2:14]1.